This data is from Reaction yield outcomes from USPTO patents with 853,638 reactions. The task is: Predict the reaction yield, written as a fraction of the theoretical maximum amount of product (1.0 means a 100% yield; for example, 0.34 means a 34% yield). (1) The reactants are [N:1]1[CH:6]=[CH:5]N=[CH:3][C:2]=1[C:7]1[N:11]2[CH2:12][CH2:13][NH:14][C:15](=[O:16])[C:10]2=[N:9][N:8]=1.Br[CH2:18][C:19]1[CH:24]=[CH:23][CH:22]=[C:21]([C:25]([F:28])([F:27])[F:26])[C:20]=1[CH3:29].Br[CH2:31]C1C=CC=C(Cl)C=1Cl. No catalyst specified. The product is [CH3:29][C:20]1[C:21]([C:25]([F:28])([F:27])[F:26])=[CH:22][CH:23]=[CH:24][C:19]=1[CH2:18][N:14]1[CH2:13][CH2:12][N:11]2[C:7]([C:2]3[CH:3]=[CH:31][CH:5]=[CH:6][N:1]=3)=[N:8][N:9]=[C:10]2[C:15]1=[O:16]. The yield is 0.750. (2) The yield is 0.660. The product is [Br:1][C:2]1[CH:3]=[C:4]2[C:9]3=[C:10]([N:12]([CH:15]([CH3:21])[C:16]([OH:18])=[O:17])[C:13](=[O:14])[N:8]3[CH2:7][CH2:6][CH2:5]2)[CH:11]=1. The reactants are [Br:1][C:2]1[CH:3]=[C:4]2[C:9]3=[C:10]([N:12]([CH:15]([CH3:21])[C:16]([O:18]CC)=[O:17])[C:13](=[O:14])[N:8]3[CH2:7][CH2:6][CH2:5]2)[CH:11]=1.[OH-].[Li+].Cl. The catalyst is O1CCCC1.O. (3) The reactants are [Li+].[OH-].[OH:3][C:4]1[CH:9]=[CH:8][C:7]([C@H:10]([NH:15][C:16]([C:18]2[C:27]([NH:28][C:29]([NH:31][C:32]3[C:37]([CH3:38])=[CH:36][C:35]([CH3:39])=[CH:34][C:33]=3[CH3:40])=[O:30])=[CH:26][C:25]3[C:20](=[CH:21][CH:22]=[CH:23][CH:24]=3)[CH:19]=2)=[O:17])[C:11]([O:13]C)=[O:12])=[CH:6][CH:5]=1.Cl.C(OCC)(=O)C. The catalyst is O.O1CCOCC1. The product is [OH:3][C:4]1[CH:9]=[CH:8][C:7]([C@H:10]([NH:15][C:16]([C:18]2[C:27]([NH:28][C:29]([NH:31][C:32]3[C:37]([CH3:38])=[CH:36][C:35]([CH3:39])=[CH:34][C:33]=3[CH3:40])=[O:30])=[CH:26][C:25]3[C:20](=[CH:21][CH:22]=[CH:23][CH:24]=3)[CH:19]=2)=[O:17])[C:11]([OH:13])=[O:12])=[CH:6][CH:5]=1. The yield is 0.200. (4) The reactants are [H-].[Na+].F[C:4]1[CH:9]=[CH:8][C:7]([N+:10]([O-:12])=[O:11])=[CH:6][CH:5]=1.[F:13][C:14]1[CH:19]=[CH:18][CH:17]=[C:16]([F:20])[C:15]=1[OH:21]. The catalyst is CN(C)C=O.O. The product is [F:13][C:14]1[CH:19]=[CH:18][CH:17]=[C:16]([F:20])[C:15]=1[O:21][C:4]1[CH:9]=[CH:8][C:7]([N+:10]([O-:12])=[O:11])=[CH:6][CH:5]=1. The yield is 0.800. (5) The reactants are FC(F)(F)C(O)=O.C(OC(=O)[NH:14][CH:15]1[CH2:20][CH2:19][N:18]([CH2:21][CH2:22][S:23][C:24]2[CH:33]=[N:32][C:31]3[C:26](=[CH:27][C:28]([O:34][CH3:35])=[CH:29][CH:30]=3)[N:25]=2)[CH2:17][CH2:16]1)(C)(C)C. The catalyst is ClCCl. The product is [CH3:35][O:34][C:28]1[CH:27]=[C:26]2[C:31]([N:32]=[CH:33][C:24]([S:23][CH2:22][CH2:21][N:18]3[CH2:17][CH2:16][CH:15]([NH2:14])[CH2:20][CH2:19]3)=[N:25]2)=[CH:30][CH:29]=1. The yield is 0.920. (6) The reactants are [O:1]1[CH:5]=[CH:4][CH:3]=[C:2]1[C:6]1[C:7]2[NH:15][N:14]=[N:13][C:8]=2[N:9]=[C:10]([NH2:12])[N:11]=1.[H-].[Na+].Br[CH2:19][C:20]1[CH:35]=[CH:34][C:23]2[N:24]([C:27]([O:29][C:30]([CH3:33])([CH3:32])[CH3:31])=[O:28])[N:25]=[N:26][C:22]=2[CH:21]=1. The yield is 0.240. The catalyst is CN(C=O)C. The product is [NH2:12][C:10]1[N:11]=[C:6]([C:2]2[O:1][CH:5]=[CH:4][CH:3]=2)[C:7]2[N:15]=[N:14][N:13]([CH2:19][C:20]3[CH:35]=[CH:34][C:23]4[N:24]([C:27]([O:29][C:30]([CH3:31])([CH3:33])[CH3:32])=[O:28])[N:25]=[N:26][C:22]=4[CH:21]=3)[C:8]=2[N:9]=1.